This data is from Forward reaction prediction with 1.9M reactions from USPTO patents (1976-2016). The task is: Predict the product of the given reaction. (1) Given the reactants [C:1]([C:5]1[CH:10]=[CH:9][C:8]([S:11]([NH:14][C:15]2[CH:19]=[CH:18][S:17][C:16]=2[C:20]([O:22]C)=[O:21])(=[O:13])=[O:12])=[C:7]([CH:24]=[CH:25][C:26]2[CH:31]=[CH:30][CH:29]=[CH:28][CH:27]=2)[CH:6]=1)([CH3:4])([CH3:3])[CH3:2].[OH-].[Na+], predict the reaction product. The product is: [C:1]([C:5]1[CH:10]=[CH:9][C:8]([S:11]([NH:14][C:15]2[CH:19]=[CH:18][S:17][C:16]=2[C:20]([OH:22])=[O:21])(=[O:13])=[O:12])=[C:7]([CH:24]=[CH:25][C:26]2[CH:27]=[CH:28][CH:29]=[CH:30][CH:31]=2)[CH:6]=1)([CH3:4])([CH3:2])[CH3:3]. (2) Given the reactants [H-].[Na+].[NH2:3][C:4]1[C:12]([I:13])=[CH:11][CH:10]=[CH:9][C:5]=1[C:6]([NH2:8])=[O:7].[F:14][C:15]([F:22])([F:21])[C:16](OCC)=O.Cl, predict the reaction product. The product is: [I:13][C:12]1[CH:11]=[CH:10][CH:9]=[C:5]2[C:4]=1[NH:3][C:16]([C:15]([F:22])([F:21])[F:14])=[N:8][C:6]2=[O:7]. (3) Given the reactants Br[C:2]1[CH:3]=[CH:4][C:5]2[S:9](=[O:11])(=[O:10])[N:8]([C:12]([CH3:15])([CH3:14])[CH3:13])[CH:7]([CH2:16][NH:17][C:18](=[O:23])[C:19]([F:22])([F:21])[F:20])[C:6]=2[CH:24]=1.[F:25][C:26]1[CH:34]=[C:33]2[C:29]([C:30](B3OC(C)(C)C(C)(C)O3)=[CH:31][N:32]2[C:35]([O:37][C:38]([CH3:41])([CH3:40])[CH3:39])=[O:36])=[CH:28][CH:27]=1.C([O-])([O-])=O.[Cs+].[Cs+], predict the reaction product. The product is: [C:12]([N:8]1[CH:7]([CH2:16][NH:17][C:18](=[O:23])[C:19]([F:22])([F:21])[F:20])[C:6]2[CH:24]=[C:2]([C:30]3[C:29]4[C:33](=[CH:34][C:26]([F:25])=[CH:27][CH:28]=4)[N:32]([C:35]([O:37][C:38]([CH3:41])([CH3:40])[CH3:39])=[O:36])[CH:31]=3)[CH:3]=[CH:4][C:5]=2[S:9]1(=[O:11])=[O:10])([CH3:15])([CH3:14])[CH3:13]. (4) Given the reactants [Cl:1][C:2]1[C:3]([N:20]([CH2:22][CH3:23])[CH3:21])=[N:4][C:5]([O:8][C:9]2[CH:14]=[C:13]([CH3:15])[C:12]([N+:16]([O-])=O)=[CH:11][C:10]=2[CH3:19])=[N:6][CH:7]=1.CO, predict the reaction product. The product is: [NH2:16][C:12]1[C:13]([CH3:15])=[CH:14][C:9]([O:8][C:5]2[N:4]=[C:3]([N:20]([CH2:22][CH3:23])[CH3:21])[C:2]([Cl:1])=[CH:7][N:6]=2)=[C:10]([CH3:19])[CH:11]=1. (5) Given the reactants [N:1]1[C:10]2[C:5](=[CH:6][CH:7]=[CH:8][CH:9]=2)[CH:4]=[CH:3][C:2]=1/[CH:11]=[CH:12]/[C:13]([OH:15])=O.C(N(CC)CC)C.Cl.[NH2:24][OH:25].Cl, predict the reaction product. The product is: [OH:25][NH:24][C:13](=[O:15])/[CH:12]=[CH:11]/[C:2]1[CH:3]=[CH:4][C:5]2[C:10](=[CH:9][CH:8]=[CH:7][CH:6]=2)[N:1]=1.